This data is from Experimentally validated miRNA-target interactions with 360,000+ pairs, plus equal number of negative samples. The task is: Binary Classification. Given a miRNA mature sequence and a target amino acid sequence, predict their likelihood of interaction. (1) The miRNA is hsa-miR-502-5p with sequence AUCCUUGCUAUCUGGGUGCUA. The protein sequence of the target gene is MALNVAPVRDTKWLTLEVCRQYQRGTCSRSDEECKFAHPPKSCQVENGRVIACFDSLKGRCSRENCKYLHPPTHLKTQLEINGRNNLIQQKTAAAMLAQQMQFMFPGTPLHPVPTFPVGPTIGTNAAISFAPYLAPVTPGVGLVPTEVLPTTPVIVPGSPPVTVPGSTATQKLLRTDKLEVCREFQRGNCARGETDCRFAHPADSTMIDTNDNTVTVCMDYIKGRCMREKCKYFHPPAHLQAKIKAAQHQANQAAVAAQAAAAAATVMTQSTAKALKRPLEATVDLAFPPGALHPLPKRQ.... Result: 0 (no interaction). (2) The miRNA is mmu-miR-376c-3p with sequence AACAUAGAGGAAAUUUCACGU. The protein sequence of the target gene is MVQQVPENISFPAEEEKILEFWSKHNCFQECLKQSKLRPKFTFYDGPPFATGLPHYGHILAGTIKDIVTRYAHQSGFHVDRRFGWDCHGLPVEYEIDKTLGIKGPEDVAKMGIAEYNKQCRAIVMRYSAEWKSTVTRLGRWIDFDNDYKTLYPQFMESVWWVFKQLYDKGLVYRGVKVMPFSTACGTPLSNFESNQNYKDVQDPSVFVTFPLEEDENTSLVAWTTTPWTLPSNLALCVNPEIQYVKIKDVARGKLFILTEARLSALYKQESDYEILERFPGASLKGKKYKPLFDYFIKCK.... Result: 1 (interaction). (3) The miRNA is mmu-miR-8118 with sequence GACAAACAUGACUAUGCUGACA. The protein sequence of the target gene is MGGCVGAQHDSSGSLNENSDGTGVALGRNQPLKKEKPKWKSDYPMTDGQLRSKRDEFWDTAPAFEGRKEIWDALKAAAHAFESNDHELAQAIIDGANITLPHGALTECYDELGNRYQLPVYCLAPPINMIEEKSDIETLDIPEPPPNSGHESQLRLRLSTGKDLRLVVRSTDTVFHMKRRLHATEGVEPGSQRWFFSGRPLTDKMKLEELKIPKDYVVQVIVSQPVQTPTPVEN. Result: 0 (no interaction). (4) The miRNA is hsa-miR-143-5p with sequence GGUGCAGUGCUGCAUCUCUGGU. The protein sequence of the target gene is MPVGRIECPSSPSFPRDISHECRVCGVTEVGLSAYAKHISGQLHKDNVDAQEREDDGKGEEEEEDYFDKELIQLIKQRKEQSRQDEPSNSNQEINSDDRRPQWRREDRIPYQDRESYSQPAWHHRGPPQRDWKWEKDGFNNTRKNSFPHSLRNGGGPRGRSGWHKGVAGGSSTWFHNHSNSGGGWLSNSGAVDWNHNGTGRNSSWLSEGTGGFSSWHMNNSNGNWKSSVRSTNNWNYSGPGDKFQPGRNRNSNCQMEDMTMLWNKKSNKSNKYSHDRYNWQRQENDKLGTVATYRGPSEG.... Result: 1 (interaction).